Dataset: Reaction yield outcomes from USPTO patents with 853,638 reactions. Task: Predict the reaction yield, written as a fraction of the theoretical maximum amount of product (1.0 means a 100% yield; for example, 0.34 means a 34% yield). (1) The reactants are Cl[C:2]1[C:3]([N:8]2[CH2:13][CH:12]=[C:11]([C:14]([NH:16][C:17]3[CH:22]=[CH:21][C:20]([S:23]([C:26]([F:29])([F:28])[F:27])(=[O:25])=[O:24])=[CH:19][CH:18]=3)=[O:15])[C@@H:10]([CH3:30])[CH2:9]2)=[N:4][CH:5]=[CH:6][CH:7]=1.N.[CH3:32]O. No catalyst specified. The product is [CH3:30][C@@H:10]1[C:11]([C:14]([NH:16][C:17]2[CH:22]=[CH:21][C:20]([S:23]([C:26]([F:29])([F:28])[F:27])(=[O:25])=[O:24])=[CH:19][CH:18]=2)=[O:15])=[CH:12][CH2:13][N:8]([C:3]2[C:2]([CH3:32])=[CH:7][CH:6]=[CH:5][N:4]=2)[CH2:9]1. The yield is 0.540. (2) The reactants are [Br:1][C:2]1[CH:7]=[C:6]([F:8])[CH:5]=[CH:4][C:3]=1[CH:9]1[C:14]([C:15]([O:17][CH2:18][CH3:19])=[O:16])=[C:13]([CH2:20]Br)[NH:12][C:11]([C:22]2[S:23][C:24]([O:27][CH3:28])=[CH:25][N:26]=2)=[N:10]1.Cl.[NH:30]1[CH2:35][CH2:34][O:33][CH2:32][CH:31]1[C:36]([OH:38])=[O:37]. No catalyst specified. The product is [Br:1][C:2]1[CH:7]=[C:6]([F:8])[CH:5]=[CH:4][C:3]=1[CH:9]1[N:10]=[C:11]([C:22]2[S:23][C:24]([O:27][CH3:28])=[CH:25][N:26]=2)[NH:12][C:13]([CH2:20][N:30]2[CH2:35][CH2:34][O:33][CH2:32][CH:31]2[C:36]([OH:38])=[O:37])=[C:14]1[C:15]([O:17][CH2:18][CH3:19])=[O:16]. The yield is 0.520.